Dataset: hERG Central: cardiac toxicity at 1µM, 10µM, and general inhibition. Task: Predict hERG channel inhibition at various concentrations. The molecule is CN1CCC(C(=O)N2CCCC(C(=O)c3ccc4c5c(cccc35)CC4)C2)CC1. Results: hERG_inhib (hERG inhibition (general)): blocker.